Predict the reactants needed to synthesize the given product. From a dataset of Full USPTO retrosynthesis dataset with 1.9M reactions from patents (1976-2016). (1) Given the product [CH:1]([C:4]1[CH:9]=[CH:8][C:7]([O:10][C:12]2[CH:17]=[CH:16][CH:15]=[CH:14][C:13]=2[N+:18]([O-:20])=[O:19])=[CH:6][CH:5]=1)([CH3:3])[CH3:2].[CH:21]([C:24]1[CH:37]=[CH:36][C:27]([O:28][C:29]2[CH:35]=[CH:34][CH:33]=[CH:32][C:30]=2[NH:31][C:7]([NH:38][C:39]2[S:40][CH:41]=[CH:42][N:43]=2)=[O:10])=[CH:26][CH:25]=1)([CH3:23])[CH3:22], predict the reactants needed to synthesize it. The reactants are: [CH:1]([C:4]1[CH:9]=[CH:8][C:7]([OH:10])=[CH:6][CH:5]=1)([CH3:3])[CH3:2].F[C:12]1[CH:17]=[CH:16][CH:15]=[CH:14][C:13]=1[N+:18]([O-:20])=[O:19].[CH:21]([C:24]1[CH:37]=[CH:36][C:27]([O:28][C:29]2[CH:35]=[CH:34][CH:33]=[CH:32][C:30]=2[NH2:31])=[CH:26][CH:25]=1)([CH3:23])[CH3:22].[NH2:38][C:39]1[S:40][CH:41]=[CH:42][N:43]=1. (2) Given the product [CH3:1][O:2][C:3]1[N:4]=[CH:5][C:6]([NH:9][CH:13]=[C:14]([C:20](=[O:24])[CH:21]([CH3:23])[CH3:22])[C:15]([O:17][CH2:18][CH3:19])=[O:16])=[CH:7][CH:8]=1, predict the reactants needed to synthesize it. The reactants are: [CH3:1][O:2][C:3]1[CH:8]=[CH:7][C:6]([NH2:9])=[CH:5][N:4]=1.C(O[CH:13]=[C:14]([C:20](=[O:24])[CH:21]([CH3:23])[CH3:22])[C:15]([O:17][CH2:18][CH3:19])=[O:16])C. (3) Given the product [CH3:14][O:13][C:11]([C:8]1[CH:9]=[C:10]2[C:5]([CH:4]=[CH:3][CH:2]=[N+:1]2[O-:20])=[CH:6][CH:7]=1)=[O:12], predict the reactants needed to synthesize it. The reactants are: [N:1]1[C:10]2[C:5](=[CH:6][CH:7]=[C:8]([C:11]([O:13][CH3:14])=[O:12])[CH:9]=2)[CH:4]=[CH:3][CH:2]=1.ClC1C=C(C=CC=1)C(OO)=[O:20].